This data is from Peptide-MHC class I binding affinity with 185,985 pairs from IEDB/IMGT. The task is: Regression. Given a peptide amino acid sequence and an MHC pseudo amino acid sequence, predict their binding affinity value. This is MHC class I binding data. (1) The peptide sequence is GDYKLVEI. The MHC is HLA-A11:01 with pseudo-sequence HLA-A11:01. The binding affinity (normalized) is 0. (2) The peptide sequence is WAKLLKQKW. The MHC is HLA-B15:01 with pseudo-sequence HLA-B15:01. The binding affinity (normalized) is 0.0847. (3) The peptide sequence is RAWPSAHAI. The MHC is HLA-B07:02 with pseudo-sequence HLA-B07:02. The binding affinity (normalized) is 0.220. (4) The peptide sequence is LMQWWSDYV. The MHC is HLA-A03:01 with pseudo-sequence HLA-A03:01. The binding affinity (normalized) is 0.0847. (5) The peptide sequence is KMVGTVQRV. The MHC is HLA-B27:05 with pseudo-sequence HLA-B27:05. The binding affinity (normalized) is 0.269. (6) The peptide sequence is AEYKLQQGTF. The binding affinity (normalized) is 0.618. The MHC is HLA-B45:01 with pseudo-sequence HLA-B45:01. (7) The peptide sequence is EIEIEKNKK. The MHC is HLA-A03:01 with pseudo-sequence HLA-A03:01. The binding affinity (normalized) is 0.0847.